This data is from Reaction yield outcomes from USPTO patents with 853,638 reactions. The task is: Predict the reaction yield, written as a fraction of the theoretical maximum amount of product (1.0 means a 100% yield; for example, 0.34 means a 34% yield). The reactants are [Cl-].O[NH3+:3].[C:4](=[O:7])([O-])[OH:5].[Na+].CS(C)=O.[OH:13][CH:14]([CH:51]([CH3:53])[CH3:52])[CH2:15][O:16][C@H:17]1[CH2:22][CH2:21][C@H:20]([N:23]2[C:28](=[O:29])[C:27]([CH2:30][C:31]3[CH:36]=[CH:35][C:34]([C:37]4[C:38]([C:43]#[N:44])=[CH:39][CH:40]=[CH:41][CH:42]=4)=[CH:33][CH:32]=3)=[C:26]([CH2:45][CH2:46][CH3:47])[N:25]3[N:48]=[CH:49][CH:50]=[C:24]23)[CH2:19][CH2:18]1. The catalyst is C(OCC)(=O)C. The product is [OH:13][CH:14]([CH:51]([CH3:52])[CH3:53])[CH2:15][O:16][C@H:17]1[CH2:22][CH2:21][C@H:20]([N:23]2[C:28](=[O:29])[C:27]([CH2:30][C:31]3[CH:36]=[CH:35][C:34]([C:37]4[CH:42]=[CH:41][CH:40]=[CH:39][C:38]=4[C:43]4[NH:3][C:4](=[O:7])[O:5][N:44]=4)=[CH:33][CH:32]=3)=[C:26]([CH2:45][CH2:46][CH3:47])[N:25]3[N:48]=[CH:49][CH:50]=[C:24]23)[CH2:19][CH2:18]1. The yield is 0.850.